This data is from Reaction yield outcomes from USPTO patents with 853,638 reactions. The task is: Predict the reaction yield, written as a fraction of the theoretical maximum amount of product (1.0 means a 100% yield; for example, 0.34 means a 34% yield). (1) The reactants are Cl.[Br:2][C:3]1[CH:16]=[CH:15][C:6]([O:7][CH2:8][CH:9]2[CH2:14][CH2:13][NH:12][CH2:11][CH2:10]2)=[CH:5][CH:4]=1.[CH2:17]([CH:19]1[CH2:21][O:20]1)[CH3:18].C([O-])([O-])=O.[K+].[K+].O. The catalyst is CCO. The product is [Br:2][C:3]1[CH:4]=[CH:5][C:6]([O:7][CH2:8][CH:9]2[CH2:10][CH2:11][N:12]([CH2:21][CH:19]([OH:20])[CH2:17][CH3:18])[CH2:13][CH2:14]2)=[CH:15][CH:16]=1. The yield is 0.880. (2) The reactants are [C:1]([O:5][C:6]([NH:8][C@@H:9]([CH2:13][CH2:14][C:15]([O:17][CH3:18])=[O:16])[C:10](O)=[O:11])=[O:7])([CH3:4])([CH3:3])[CH3:2].CN1CCOCC1.ClC(OCC)=O.[BH4-].[Na+].OS([O-])(=O)=O.[K+]. The catalyst is C1COCC1.CO. The product is [C:1]([O:5][C:6]([NH:8][C@H:9]([CH2:10][OH:11])[CH2:13][CH2:14][C:15]([O:17][CH3:18])=[O:16])=[O:7])([CH3:3])([CH3:2])[CH3:4]. The yield is 0.720. (3) The reactants are [CH3:1][N:2]1[CH2:7][CH2:6][N:5]([C:8]2[N:13]=[C:12]([N:14]3[CH2:19][CH2:18][CH:17]([CH3:20])[CH2:16][CH2:15]3)[C:11]([N+:21]([O-])=O)=[CH:10][CH:9]=2)[CH2:4][C:3]1=[O:24].[C:25]([C:27]1[O:31][C:30]([C:32](Cl)=[O:33])=[CH:29][CH:28]=1)#[N:26].C(C1OC(C(O)=O)=CC=1)#N. The catalyst is C(Cl)Cl. The product is [CH3:20][CH:17]1[CH2:18][CH2:19][N:14]([C:12]2[C:11]([NH:21][C:32]([C:30]3[O:31][C:27]([C:25]#[N:26])=[CH:28][CH:29]=3)=[O:33])=[CH:10][CH:9]=[C:8]([N:5]3[CH2:6][CH2:7][N:2]([CH3:1])[C:3](=[O:24])[CH2:4]3)[N:13]=2)[CH2:15][CH2:16]1. The yield is 0.510. (4) The reactants are [NH2:1][C:2]1[CH:10]=[CH:9][CH:8]=[C:7]([CH3:11])[C:3]=1[C:4]([OH:6])=O.S(Cl)(Cl)=O.[Cl:16][C:17]1[CH:23]=[CH:22][CH:21]=[CH:20][C:18]=1[NH2:19]. The catalyst is C1C=CC=CC=1.C(Cl)(Cl)Cl. The product is [NH2:1][C:2]1[CH:10]=[CH:9][CH:8]=[C:7]([CH3:11])[C:3]=1[C:4]([NH:19][C:18]1[CH:20]=[CH:21][CH:22]=[CH:23][C:17]=1[Cl:16])=[O:6]. The yield is 0.450. (5) The yield is 0.800. The product is [CH3:19][O:18][C@@H:16]([CH3:17])[CH2:15][N:14]1[C:5]2[C:4]3[CH:3]=[C:2]([C:30]4[CH:31]=[C:32]([C:36]([O:38][CH2:39][CH3:40])=[O:37])[CH:33]=[N:34][CH:35]=4)[CH:11]=[CH:10][C:9]=3[N:8]=[CH:7][C:6]=2[N:12]([CH3:21])[C:13]1=[O:20]. The catalyst is ClCCl.[Pd](Cl)Cl.C1(P(C2C=CC=CC=2)[C-]2C=CC=C2)C=CC=CC=1.[C-]1(P(C2C=CC=CC=2)C2C=CC=CC=2)C=CC=C1.[Fe+2].O. The reactants are Br[C:2]1[CH:11]=[CH:10][C:9]2[N:8]=[CH:7][C:6]3[N:12]([CH3:21])[C:13](=[O:20])[N:14]([CH2:15][C@@H:16]([O:18][CH3:19])[CH3:17])[C:5]=3[C:4]=2[CH:3]=1.CC1(C)C(C)(C)OB([C:30]2[CH:31]=[C:32]([C:36]([O:38][CH2:39][CH3:40])=[O:37])[CH:33]=[N:34][CH:35]=2)O1.C(OCC)(=O)C.[Na].O1CCOCC1. (6) The reactants are [NH2:1][C:2]1[N:6]([CH3:7])[C:5](=[O:8])[C:4]([C:21]2[CH:26]=[CH:25][C:24]([F:27])=[C:23](Br)[CH:22]=2)([C:9]2[CH:14]=[CH:13][C:12]([S:15]([F:20])([F:19])([F:18])([F:17])[F:16])=[CH:11][CH:10]=2)[N:3]=1.[N:29]1[CH:34]=[CH:33][CH:32]=[C:31](B(O)O)[CH:30]=1. No catalyst specified. The product is [NH2:1][C:2]1[N:6]([CH3:7])[C:5](=[O:8])[C:4]([C:21]2[CH:26]=[CH:25][C:24]([F:27])=[C:23]([C:31]3[CH:30]=[N:29][CH:34]=[CH:33][CH:32]=3)[CH:22]=2)([C:9]2[CH:14]=[CH:13][C:12]([S:15]([F:20])([F:19])([F:18])([F:17])[F:16])=[CH:11][CH:10]=2)[N:3]=1. The yield is 0.550. (7) The reactants are [CH2:1]([Li])CCC.[Cl:6][C:7]1[CH:12]=[CH:11][C:10]([N:13]2[CH2:18][CH2:17][C:16](=O)[CH2:15][CH2:14]2)=[CH:9][CH:8]=1. The catalyst is [Br-].C[P+](C1C=CC=CC=1)(C1C=CC=CC=1)C1C=CC=CC=1.C1COCC1. The product is [Cl:6][C:7]1[CH:12]=[CH:11][C:10]([N:13]2[CH2:18][CH2:17][C:16](=[CH2:1])[CH2:15][CH2:14]2)=[CH:9][CH:8]=1. The yield is 0.472.